Predict the reaction yield, written as a fraction of the theoretical maximum amount of product (1.0 means a 100% yield; for example, 0.34 means a 34% yield). From a dataset of Reaction yield outcomes from USPTO patents with 853,638 reactions. (1) The reactants are [CH2:1]([S:3][C:4](=[O:17])[CH:5]([CH:11]1[CH2:15][CH2:14][C:13](=[O:16])[CH2:12]1)[C:6]([S:8][CH2:9][CH3:10])=[O:7])[CH3:2].[CH2:18](O)[CH2:19][OH:20].C1(C)C=CC(S(O)(=O)=O)=CC=1. The catalyst is C1C=CC=CC=1. The product is [CH2:9]([S:8][C:6](=[O:7])[CH:5]([CH:11]1[CH2:15][CH2:14][C:13]2([O:20][CH2:19][CH2:18][O:16]2)[CH2:12]1)[C:4]([S:3][CH2:1][CH3:2])=[O:17])[CH3:10]. The yield is 0.920. (2) The reactants are [F:1][C:2]1[C:21]([I:22])=[CH:20][C:5]2[C:6]3[N:10]=[C:9]([C:11]([O:13]CC)=O)[NH:8][C:7]=3[CH:16]3[CH2:19][CH:18]([C:4]=2[CH:3]=1)[CH2:17]3.[NH3:23]. The catalyst is CO. The product is [F:1][C:2]1[C:21]([I:22])=[CH:20][C:5]2[C:6]3[N:10]=[C:9]([C:11]([NH2:23])=[O:13])[NH:8][C:7]=3[CH:16]3[CH2:17][CH:18]([C:4]=2[CH:3]=1)[CH2:19]3. The yield is 0.780. (3) The reactants are [Cl:1][C:2]1[CH:7]=[CH:6][C:5]([S:8]([NH:11][C@H:12]2[CH2:17][CH2:16][CH2:15][CH2:14][C@H:13]2[C:18]([NH2:20])=[O:19])(=[O:10])=[O:9])=[CH:4][CH:3]=1.Br[CH2:22][C:23]1[CH:28]=[CH:27][C:26]([F:29])=[CH:25][CH:24]=1. No catalyst specified. The product is [Cl:1][C:2]1[CH:7]=[CH:6][C:5]([S:8]([N:11]([CH2:22][C:23]2[CH:28]=[CH:27][C:26]([F:29])=[CH:25][CH:24]=2)[C@H:12]2[CH2:17][CH2:16][CH2:15][CH2:14][C@H:13]2[C:18]([NH2:20])=[O:19])(=[O:9])=[O:10])=[CH:4][CH:3]=1. The yield is 0.670. (4) The reactants are [CH3:1][C:2]1[CH:3]=[CH:4][CH:5]=[C:6]2[C:11]=1[C:10](=[O:12])[N:9]([C:13]1[CH:18]=[CH:17][CH:16]=[CH:15][C:14]=1[CH3:19])[C:8]([CH2:20][N:21]([CH3:37])[C:22]1[N:30]=[CH:29][N:28]=[C:27]3[C:23]=1[N:24]=[CH:25][N:26]3C1CCCCO1)=[CH:7]2.C([O-])(O)=O.[Na+]. The catalyst is CO. The product is [CH3:1][C:2]1[CH:3]=[CH:4][CH:5]=[C:6]2[C:11]=1[C:10](=[O:12])[N:9]([C:13]1[CH:18]=[CH:17][CH:16]=[CH:15][C:14]=1[CH3:19])[C:8]([CH2:20][N:21]([CH3:37])[C:22]1[N:30]=[CH:29][N:28]=[C:27]3[C:23]=1[N:24]=[CH:25][NH:26]3)=[CH:7]2. The yield is 0.540. (5) The reactants are Br[C:2]1[CH:7]=[CH:6][C:5]([C:8](=[O:24])[CH2:9][CH:10]([CH2:16][CH2:17][C:18]2[CH:23]=[CH:22][CH:21]=[CH:20][CH:19]=2)[C:11]([O:13][CH2:14][CH3:15])=[O:12])=[CH:4][CH:3]=1.[N+:25]([C:28]1[CH:33]=[CH:32][C:31](B(O)O)=[CH:30][CH:29]=1)([O-:27])=[O:26].C1(C)C=CC=CC=1.C(=O)([O-])[O-].[Na+].[Na+]. The catalyst is O1CCOCC1. The product is [N+:25]([C:28]1[CH:33]=[CH:32][C:31]([C:2]2[CH:7]=[CH:6][C:5]([C:8](=[O:24])[CH2:9][CH:10]([CH2:16][CH2:17][C:18]3[CH:23]=[CH:22][CH:21]=[CH:20][CH:19]=3)[C:11]([O:13][CH2:14][CH3:15])=[O:12])=[CH:4][CH:3]=2)=[CH:30][CH:29]=1)([O-:27])=[O:26]. The yield is 0.750. (6) The reactants are [NH2:1][C:2]1[CH:7]=[CH:6][C:5]([C:8]2[CH2:13][S:12][C:11]3=[N:14][N:15]=[C:16]([C:17]4[CH:22]=[CH:21][CH:20]=[CH:19][C:18]=4[O:23][CH3:24])[N:10]3[N:9]=2)=[CH:4][CH:3]=1.[CH3:25][C:26]([CH3:28])=O.C([BH3-])#N.[Na+]. The catalyst is CO.C(O)(=O)C.C(OCC)(=O)C. The product is [CH:26]([NH:1][C:2]1[CH:7]=[CH:6][C:5]([C:8]2[CH2:13][S:12][C:11]3=[N:14][N:15]=[C:16]([C:17]4[CH:22]=[CH:21][CH:20]=[CH:19][C:18]=4[O:23][CH3:24])[N:10]3[N:9]=2)=[CH:4][CH:3]=1)([CH3:28])[CH3:25]. The yield is 0.710. (7) The reactants are Cl[C:2]1[N:7]=[C:6]([NH:8][C:9]2[CH:14]=[CH:13][CH:12]=[C:11]([C:15]#[N:16])[CH:10]=2)[C:5]([F:17])=[CH:4][N:3]=1.[NH2:18][C:19]1[CH:20]=[C:21]([OH:25])[CH:22]=[CH:23][CH:24]=1. No catalyst specified. The product is [C:15]([C:11]1[CH:10]=[C:9]([NH:8][C:6]2[C:5]([F:17])=[CH:4][N:3]=[C:2]([NH:18][C:19]3[CH:24]=[CH:23][CH:22]=[C:21]([OH:25])[CH:20]=3)[N:7]=2)[CH:14]=[CH:13][CH:12]=1)#[N:16]. The yield is 0.620.